The task is: Regression. Given two drug SMILES strings and cell line genomic features, predict the synergy score measuring deviation from expected non-interaction effect.. This data is from NCI-60 drug combinations with 297,098 pairs across 59 cell lines. Synergy scores: CSS=-3.68, Synergy_ZIP=5.19, Synergy_Bliss=0.178, Synergy_Loewe=-9.82, Synergy_HSA=-9.60. Drug 1: C1CCC(C1)C(CC#N)N2C=C(C=N2)C3=C4C=CNC4=NC=N3. Drug 2: CN(C)C1=NC(=NC(=N1)N(C)C)N(C)C. Cell line: UACC62.